From a dataset of NCI-60 drug combinations with 297,098 pairs across 59 cell lines. Regression. Given two drug SMILES strings and cell line genomic features, predict the synergy score measuring deviation from expected non-interaction effect. (1) Drug 1: CC=C1C(=O)NC(C(=O)OC2CC(=O)NC(C(=O)NC(CSSCCC=C2)C(=O)N1)C(C)C)C(C)C. Drug 2: C(CCl)NC(=O)N(CCCl)N=O. Cell line: SK-OV-3. Synergy scores: CSS=30.0, Synergy_ZIP=4.02, Synergy_Bliss=0.143, Synergy_Loewe=-36.2, Synergy_HSA=-1.34. (2) Synergy scores: CSS=18.5, Synergy_ZIP=-3.64, Synergy_Bliss=-4.55, Synergy_Loewe=-71.9, Synergy_HSA=-8.40. Drug 1: CC1=C2C(C(=O)C3(C(CC4C(C3C(C(C2(C)C)(CC1OC(=O)C(C(C5=CC=CC=C5)NC(=O)OC(C)(C)C)O)O)OC(=O)C6=CC=CC=C6)(CO4)OC(=O)C)OC)C)OC. Cell line: NCI-H322M. Drug 2: C1CN1P(=S)(N2CC2)N3CC3. (3) Drug 1: C1=CC(=C2C(=C1NCCNCCO)C(=O)C3=C(C=CC(=C3C2=O)O)O)NCCNCCO. Drug 2: CC1=C(C(=CC=C1)Cl)NC(=O)C2=CN=C(S2)NC3=CC(=NC(=N3)C)N4CCN(CC4)CCO. Cell line: TK-10. Synergy scores: CSS=52.2, Synergy_ZIP=1.96, Synergy_Bliss=1.79, Synergy_Loewe=6.14, Synergy_HSA=8.28. (4) Drug 1: C1C(C(OC1N2C=C(C(=O)NC2=O)F)CO)O. Drug 2: C1C(C(OC1N2C=NC3=C2NC=NCC3O)CO)O. Cell line: NCI-H226. Synergy scores: CSS=1.03, Synergy_ZIP=-1.17, Synergy_Bliss=-1.79, Synergy_Loewe=-1.15, Synergy_HSA=-1.36. (5) Drug 1: CC(C1=C(C=CC(=C1Cl)F)Cl)OC2=C(N=CC(=C2)C3=CN(N=C3)C4CCNCC4)N. Drug 2: CNC(=O)C1=NC=CC(=C1)OC2=CC=C(C=C2)NC(=O)NC3=CC(=C(C=C3)Cl)C(F)(F)F. Cell line: CAKI-1. Synergy scores: CSS=49.4, Synergy_ZIP=2.72, Synergy_Bliss=2.91, Synergy_Loewe=0.201, Synergy_HSA=5.14. (6) Drug 1: CC1C(C(=O)NC(C(=O)N2CCCC2C(=O)N(CC(=O)N(C(C(=O)O1)C(C)C)C)C)C(C)C)NC(=O)C3=C4C(=C(C=C3)C)OC5=C(C(=O)C(=C(C5=N4)C(=O)NC6C(OC(=O)C(N(C(=O)CN(C(=O)C7CCCN7C(=O)C(NC6=O)C(C)C)C)C)C(C)C)C)N)C. Drug 2: CNC(=O)C1=NC=CC(=C1)OC2=CC=C(C=C2)NC(=O)NC3=CC(=C(C=C3)Cl)C(F)(F)F. Cell line: HS 578T. Synergy scores: CSS=0.239, Synergy_ZIP=0.520, Synergy_Bliss=0.138, Synergy_Loewe=0.465, Synergy_HSA=-1.25. (7) Drug 1: C1=CC(=CC=C1CCC2=CNC3=C2C(=O)NC(=N3)N)C(=O)NC(CCC(=O)O)C(=O)O. Drug 2: C1C(C(OC1N2C=NC3=C2NC=NCC3O)CO)O. Cell line: SW-620. Synergy scores: CSS=34.4, Synergy_ZIP=4.17, Synergy_Bliss=5.79, Synergy_Loewe=-6.20, Synergy_HSA=4.91. (8) Drug 1: C1C(C(OC1N2C=C(C(=O)NC2=O)F)CO)O. Drug 2: C1CC(C1)(C(=O)O)C(=O)O.[NH2-].[NH2-].[Pt+2]. Cell line: RXF 393. Synergy scores: CSS=9.19, Synergy_ZIP=-4.97, Synergy_Bliss=-3.67, Synergy_Loewe=-3.41, Synergy_HSA=-0.865. (9) Drug 1: CC1=CC=C(C=C1)C2=CC(=NN2C3=CC=C(C=C3)S(=O)(=O)N)C(F)(F)F. Drug 2: CN1C2=C(C=C(C=C2)N(CCCl)CCCl)N=C1CCCC(=O)O.Cl. Cell line: RXF 393. Synergy scores: CSS=-5.21, Synergy_ZIP=7.73, Synergy_Bliss=0.147, Synergy_Loewe=-3.88, Synergy_HSA=-3.73.